From a dataset of Reaction yield outcomes from USPTO patents with 853,638 reactions. Predict the reaction yield, written as a fraction of the theoretical maximum amount of product (1.0 means a 100% yield; for example, 0.34 means a 34% yield). The reactants are C([O:8][C:9]1[N:14]=[CH:13][C:12]([C:15]2[CH:20]=[CH:19][C:18]([CH2:21][C:22]([NH:24][C:25]3[CH:30]=[CH:29][C:28]([CH2:31][C:32]([CH3:36])([CH3:35])[CH2:33][OH:34])=[C:27]([C:37]([F:40])([F:39])[F:38])[CH:26]=3)=[O:23])=[C:17]([F:41])[CH:16]=2)=[C:11]([O:42][CH2:43][CH3:44])[CH:10]=1)C1C=CC=CC=1. The catalyst is CO.[Pd]. The product is [CH2:43]([O:42][C:11]1[C:12]([C:15]2[CH:20]=[CH:19][C:18]([CH2:21][C:22]([NH:24][C:25]3[CH:30]=[CH:29][C:28]([CH2:31][C:32]([CH3:35])([CH3:36])[CH2:33][OH:34])=[C:27]([C:37]([F:39])([F:40])[F:38])[CH:26]=3)=[O:23])=[C:17]([F:41])[CH:16]=2)=[CH:13][NH:14][C:9](=[O:8])[CH:10]=1)[CH3:44]. The yield is 0.677.